This data is from Reaction yield outcomes from USPTO patents with 853,638 reactions. The task is: Predict the reaction yield, written as a fraction of the theoretical maximum amount of product (1.0 means a 100% yield; for example, 0.34 means a 34% yield). (1) The catalyst is O1CCCC1. The reactants are [C:1]([C:4]1[CH:5]=[CH:6][C:7]2[O:13][CH2:12][CH2:11][N:10]([C:14]([O:16][C:17]([CH3:20])([CH3:19])[CH3:18])=[O:15])[CH2:9][C:8]=2[CH:21]=1)(=[O:3])[CH3:2].[H-].[Na+].[C:24](=O)([O:27]C)[O:25][CH3:26]. The yield is 0.590. The product is [CH3:26][O:25][C:24](=[O:27])[CH2:2][C:1]([C:4]1[CH:5]=[CH:6][C:7]2[O:13][CH2:12][CH2:11][N:10]([C:14]([O:16][C:17]([CH3:20])([CH3:19])[CH3:18])=[O:15])[CH2:9][C:8]=2[CH:21]=1)=[O:3]. (2) The reactants are [CH3:1][O:2][C:3](=[O:16])[C@H:4]([CH2:6][NH:7][C:8](=[O:15])[C:9]1[CH:14]=[CH:13][CH:12]=[CH:11][CH:10]=1)[NH2:5].[Cl:17][C:18]1[CH:26]=[C:25]([C:27]([NH:29][CH2:30][C:31]2[CH:39]=[CH:38][CH:37]=[C:36]3[C:32]=2[CH:33]=[CH:34][NH:35]3)=[O:28])[CH:24]=[CH:23][C:19]=1[C:20](O)=[O:21].C1C=CC2N(O)N=NC=2C=1.CCN=C=NCCCN(C)C.Cl. The catalyst is CN(C=O)C.O. The product is [CH3:1][O:2][C:3](=[O:16])[C@H:4]([CH2:6][NH:7][C:8](=[O:15])[C:9]1[CH:14]=[CH:13][CH:12]=[CH:11][CH:10]=1)[NH:5][C:20](=[O:21])[C:19]1[CH:23]=[CH:24][C:25]([C:27]([NH:29][CH2:30][C:31]2[CH:39]=[CH:38][CH:37]=[C:36]3[C:32]=2[CH:33]=[CH:34][NH:35]3)=[O:28])=[CH:26][C:18]=1[Cl:17]. The yield is 0.470.